This data is from Reaction yield outcomes from USPTO patents with 853,638 reactions. The task is: Predict the reaction yield, written as a fraction of the theoretical maximum amount of product (1.0 means a 100% yield; for example, 0.34 means a 34% yield). The reactants are [C:1]1([CH3:11])[CH:6]=[CH:5][C:4]([S:7](Cl)(=[O:9])=[O:8])=[CH:3][CH:2]=1.[CH:12]1([CH2:15][CH2:16][OH:17])[CH2:14][CH2:13]1. The catalyst is N1C=CC=CC=1.ClCCl.CCOCC. The product is [CH:12]1([CH2:15][CH2:16][O:17][S:7]([C:4]2[CH:5]=[CH:6][C:1]([CH3:11])=[CH:2][CH:3]=2)(=[O:9])=[O:8])[CH2:14][CH2:13]1. The yield is 0.890.